Dataset: Full USPTO retrosynthesis dataset with 1.9M reactions from patents (1976-2016). Task: Predict the reactants needed to synthesize the given product. (1) Given the product [CH:1]([N:4]1[C:8]([C:9]2[S:10][C:11]3[CH2:12][CH2:13][O:14][C:15]4[CH:22]=[C:21]([CH:23]([NH:25][C:28]([NH2:29])=[O:27])[CH3:24])[CH:20]=[CH:19][C:16]=4[C:17]=3[N:18]=2)=[N:7][C:6]([CH3:26])=[N:5]1)([CH3:3])[CH3:2], predict the reactants needed to synthesize it. The reactants are: [CH:1]([N:4]1[C:8]([C:9]2[S:10][C:11]3[CH2:12][CH2:13][O:14][C:15]4[CH:22]=[C:21]([CH:23]([NH2:25])[CH3:24])[CH:20]=[CH:19][C:16]=4[C:17]=3[N:18]=2)=[N:7][C:6]([CH3:26])=[N:5]1)([CH3:3])[CH3:2].[O-:27][C:28]#[N:29].[K+]. (2) Given the product [F:12][C:13]([F:25])([F:26])[C:14]1[CH:15]=[C:16]([NH:17][C:6](=[O:8])[C:5]2[CH:9]=[CH:10][C:2]([Cl:1])=[CH:3][C:4]=2[OH:11])[CH:18]=[C:19]([C:21]([F:22])([F:24])[F:23])[CH:20]=1, predict the reactants needed to synthesize it. The reactants are: [Cl:1][C:2]1[CH:3]=[C:4]([OH:11])[C:5](=[CH:9][CH:10]=1)[C:6]([OH:8])=O.[F:12][C:13]([F:26])([F:25])[C:14]1[CH:15]=[C:16]([CH:18]=[C:19]([C:21]([F:24])([F:23])[F:22])[CH:20]=1)[NH2:17]. (3) Given the product [ClH:26].[CH3:8][C:4]1[C:5]([CH3:6])=[N+:22]([O-:21])[C:23]([OH:24])=[N:25][CH:3]=1, predict the reactants needed to synthesize it. The reactants are: CO[CH:3](OC)[CH:4]([CH3:8])[C:5](=O)[CH3:6].COC(OC)CC(=O)CC.[OH:21][NH:22][C:23]([NH2:25])=[O:24].[Cl-:26].[NH4+]. (4) Given the product [ClH:15].[ClH:15].[N+:16]([C:19]1[CH:20]=[CH:21][C:22]([CH2:23][O:24][C:25]([N:27]([CH:31]2[CH2:36][CH2:35][N:34]([CH2:7][CH:5]3[CH:4]([C:9]4[CH:14]=[CH:13][CH:12]=[CH:11][CH:10]=4)[CH2:3][C:2](=[O:1])[CH2:6]3)[CH2:33][CH2:32]2)[CH2:28][CH:29]=[CH2:30])=[O:26])=[CH:37][CH:38]=1)([O-:18])=[O:17], predict the reactants needed to synthesize it. The reactants are: [O:1]=[C:2]1[CH2:6][C@@H:5]([CH:7]=O)[C@H:4]([C:9]2[CH:14]=[CH:13][CH:12]=[CH:11][CH:10]=2)[CH2:3]1.[ClH:15].[N+:16]([C:19]1[CH:38]=[CH:37][C:22]([CH2:23][O:24][C:25]([N:27]([CH:31]2[CH2:36][CH2:35][NH:34][CH2:33][CH2:32]2)[CH2:28][CH:29]=[CH2:30])=[O:26])=[CH:21][CH:20]=1)([O-:18])=[O:17].CCN(C(C)C)C(C)C.C(O[BH-](OC(=O)C)OC(=O)C)(=O)C.[Na+]. (5) Given the product [Cl:16][C:17]1[CH:42]=[CH:41][C:20]([CH2:21][N:22]([CH3:40])[C:23]([C:25]2([CH3:39])[CH2:28][CH2:27][N:26]2[C:29](=[O:38])[CH2:30][C:31]2[CH:32]=[C:33]([C:1]3[CH:6]=[CH:5][CH:4]=[CH:3][CH:2]=3)[CH:34]=[CH:35][CH:36]=2)=[O:24])=[CH:19][CH:18]=1, predict the reactants needed to synthesize it. The reactants are: [C:1]1(B(O)O)[CH:6]=[CH:5][CH:4]=[CH:3][CH:2]=1.C([O-])([O-])=O.[Na+].[Na+].[Cl:16][C:17]1[CH:42]=[CH:41][C:20]([CH2:21][N:22]([CH3:40])[C:23]([C:25]2([CH3:39])[CH2:28][CH2:27][N:26]2[C:29](=[O:38])[CH2:30][C:31]2[CH:36]=[CH:35][CH:34]=[C:33](I)[CH:32]=2)=[O:24])=[CH:19][CH:18]=1.